This data is from HIV replication inhibition screening data with 41,000+ compounds from the AIDS Antiviral Screen. The task is: Binary Classification. Given a drug SMILES string, predict its activity (active/inactive) in a high-throughput screening assay against a specified biological target. (1) The molecule is Cc1ccc(S(=O)(=O)Nn2c3c(cc(C#N)c2=O)CCC3)cc1. The result is 0 (inactive). (2) The compound is Cc1ccc2c(c1)C(=O)N1CSCC1C(=O)S2. The result is 0 (inactive). (3) The drug is CC1=C(CO)C(=O)OC(C(CO)C2CCC3C4CC(O)C5(O)CC=CC(=O)C5(C)C4CCC23C)C1. The result is 0 (inactive). (4) The drug is CCOC(=O)c1[nH]c(CN(C)Cc2[nH]c(C(=O)OCC)c(C)c2C(=O)OCc2ccccc2)c(C(=O)OCc2ccccc2)c1C. The result is 0 (inactive). (5) The drug is O=c1c2nc3ccccc3c(=O)n2ncn1-c1ccccc1Cl. The result is 0 (inactive). (6) The compound is S=P(N1CC1)(N1CC1)N1CC1. The result is 0 (inactive). (7) The drug is CC(=O)c1nc(C#N)c(N)o1. The result is 0 (inactive). (8) The drug is CCOC(=O)C1=C(C)OC(=O)C2(OC)C=C(Cl)C12C. The result is 0 (inactive). (9) The drug is CN1C(=O)c2ccccc2C2(O)c3ccccc3-c3ccccc3C12O. The result is 0 (inactive).